This data is from NCI-60 drug combinations with 297,098 pairs across 59 cell lines. The task is: Regression. Given two drug SMILES strings and cell line genomic features, predict the synergy score measuring deviation from expected non-interaction effect. (1) Drug 1: CC12CCC(CC1=CCC3C2CCC4(C3CC=C4C5=CN=CC=C5)C)O. Drug 2: C(CCl)NC(=O)N(CCCl)N=O. Cell line: SNB-19. Synergy scores: CSS=2.11, Synergy_ZIP=-1.21, Synergy_Bliss=-0.786, Synergy_Loewe=-3.81, Synergy_HSA=-3.02. (2) Drug 1: CC12CCC3C(C1CCC2NC(=O)OCC(F)(F)F)CCC4C3(C=CC(=O)N4C)C. Drug 2: CC1=C2C(C(=O)C3(C(CC4C(C3C(C(C2(C)C)(CC1OC(=O)C(C(C5=CC=CC=C5)NC(=O)C6=CC=CC=C6)O)O)OC(=O)C7=CC=CC=C7)(CO4)OC(=O)C)O)C)OC(=O)C. Cell line: NCI-H460. Synergy scores: CSS=61.8, Synergy_ZIP=4.26, Synergy_Bliss=3.02, Synergy_Loewe=-39.5, Synergy_HSA=6.18.